From a dataset of Forward reaction prediction with 1.9M reactions from USPTO patents (1976-2016). Predict the product of the given reaction. (1) Given the reactants [C:1]([C:5]1[CH:10]=[CH:9][C:8]([S:11]([NH:14][C:15]2[CH:20]=[CH:19][C:18](I)=[CH:17][C:16]=2[C:22]2[N:26]([CH3:27])[C:25]([CH2:28][CH3:29])=[N:24][N:23]=2)(=[O:13])=[O:12])=[CH:7][CH:6]=1)([CH3:4])([CH3:3])[CH3:2].C(Cl)Cl.C(N(CC)CC)C.CN([CH:43]=[O:44])C.[CH3:45][OH:46], predict the reaction product. The product is: [CH3:45][O:46][C:43](=[O:44])[C:18]1[CH:19]=[CH:20][C:15]([NH:14][S:11]([C:8]2[CH:9]=[CH:10][C:5]([C:1]([CH3:3])([CH3:4])[CH3:2])=[CH:6][CH:7]=2)(=[O:12])=[O:13])=[C:16]([C:22]2[N:26]([CH3:27])[C:25]([CH2:28][CH3:29])=[N:24][N:23]=2)[CH:17]=1. (2) Given the reactants [CH:1]([NH:4][C:5](=[O:15])[CH2:6][N:7]1[CH:11]=[C:10]([N+:12]([O-])=O)[CH:9]=[N:8]1)([CH3:3])[CH3:2], predict the reaction product. The product is: [NH2:12][C:10]1[CH:9]=[N:8][N:7]([CH2:6][C:5]([NH:4][CH:1]([CH3:3])[CH3:2])=[O:15])[CH:11]=1. (3) Given the reactants [CH:1]([C:3]1[NH:7][C:6]([C:8]([OH:10])=O)=[CH:5][C:4]=1[CH3:11])=[O:2].[NH2:12][CH2:13][CH2:14][N:15]1[CH2:20][CH2:19][O:18][CH2:17][CH2:16]1.C(Cl)CCl.C1C=CC2N(O)N=NC=2C=1.C(N(CC)CC)C, predict the reaction product. The product is: [N:15]1([CH2:14][CH2:13][NH:12][C:8]([C:6]2[NH:7][C:3]([CH:1]=[O:2])=[C:4]([CH3:11])[CH:5]=2)=[O:10])[CH2:20][CH2:19][O:18][CH2:17][CH2:16]1. (4) The product is: [O:27]1[C:26]2[CH:28]=[CH:29][CH:30]=[CH:31][C:25]=2[O:24][CH2:23][CH:22]1[CH2:21][N:18]1[CH2:17][CH2:16][C:15]2[C:20](=[C:11]([CH2:9][OH:8])[CH:12]=[CH:13][CH:14]=2)[CH2:19]1. Given the reactants [H-].[H-].[H-].[H-].[Li+].[Al+3].C[O:8][C:9]([C:11]1[CH:12]=[CH:13][CH:14]=[C:15]2[C:20]=1[CH2:19][N:18]([CH2:21][CH:22]1[O:27][C:26]3[CH:28]=[CH:29][CH:30]=[CH:31][C:25]=3[O:24][CH2:23]1)[CH2:17][CH2:16]2)=O.O, predict the reaction product. (5) The product is: [Cl:20][C:17]1[CH:16]=[CH:15][C:14]([C:12]2[C:11]3[CH:21]=[C:22]([O:25][CH3:26])[CH:23]=[CH:24][C:10]=3[N:9]3[C:27]([CH3:30])=[N:28][N:29]=[C:8]3[C@H:7]([CH2:6][C:5]([NH:4][CH2:3][CH2:2][NH:1][C:42](=[O:43])[CH2:41][CH2:40][C:35]3[CH:36]=[CH:37][C:38]([OH:39])=[C:33]([OH:32])[CH:34]=3)=[O:31])[N:13]=2)=[CH:19][CH:18]=1. Given the reactants [NH2:1][CH2:2][CH2:3][NH:4][C:5](=[O:31])[CH2:6][C@@H:7]1[N:13]=[C:12]([C:14]2[CH:19]=[CH:18][C:17]([Cl:20])=[CH:16][CH:15]=2)[C:11]2[CH:21]=[C:22]([O:25][CH3:26])[CH:23]=[CH:24][C:10]=2[N:9]2[C:27]([CH3:30])=[N:28][N:29]=[C:8]12.[OH:32][C:33]1[CH:34]=[C:35]([CH2:40][CH2:41][C:42](O)=[O:43])[CH:36]=[CH:37][C:38]=1[OH:39].CCN=C=NCCCN(C)C.C1C=CC2N(O)N=NC=2C=1.C(N(CC)CC)C, predict the reaction product. (6) Given the reactants CS(O[CH2:6][CH2:7][O:8][C:9]1[C:14]([CH3:15])=[CH:13][C:12]([C:16]2[CH:21]=[CH:20][C:19]([C:22]([O:24][CH2:25][C:26]3[CH:31]=[CH:30][CH:29]=[CH:28][CH:27]=3)=[O:23])=[CH:18][CH:17]=2)=[CH:11][C:10]=1[CH3:32])(=O)=O.[NH2:33][C@@H:34]([CH3:44])[C@@H:35]([C:37]1[CH:42]=[CH:41][C:40]([OH:43])=[CH:39][CH:38]=1)[OH:36].C(NC(C)C)(C)C.O, predict the reaction product. The product is: [OH:36][C@H:35]([C:37]1[CH:42]=[CH:41][C:40]([OH:43])=[CH:39][CH:38]=1)[C@@H:34]([NH:33][CH2:6][CH2:7][O:8][C:9]1[C:10]([CH3:32])=[CH:11][C:12]([C:16]2[CH:21]=[CH:20][C:19]([C:22]([O:24][CH2:25][C:26]3[CH:27]=[CH:28][CH:29]=[CH:30][CH:31]=3)=[O:23])=[CH:18][CH:17]=2)=[CH:13][C:14]=1[CH3:15])[CH3:44].